From a dataset of Reaction yield outcomes from USPTO patents with 853,638 reactions. Predict the reaction yield, written as a fraction of the theoretical maximum amount of product (1.0 means a 100% yield; for example, 0.34 means a 34% yield). (1) The yield is 0.630. The reactants are [H-].[Na+].[Br:3][C:4]1[CH:12]=[CH:11][CH:10]=[C:9]2[C:5]=1[CH:6]=[CH:7][NH:8]2.[CH:13]([Si:16](Cl)([CH:20]([CH3:22])[CH3:21])[CH:17]([CH3:19])[CH3:18])([CH3:15])[CH3:14]. The catalyst is C(Cl)Cl.CN(C=O)C. The product is [Br:3][C:4]1[CH:12]=[CH:11][CH:10]=[C:9]2[C:5]=1[CH:6]=[CH:7][N:8]2[Si:16]([CH:20]([CH3:22])[CH3:21])([CH:17]([CH3:19])[CH3:18])[CH:13]([CH3:15])[CH3:14]. (2) The reactants are [NH:1]1[CH2:6][CH2:5][CH2:4][CH:3]([C:7]2[CH:12]=[CH:11][C:10]([OH:13])=[CH:9][CH:8]=2)[CH2:2]1.[CH2:14]([O:16][C:17]([CH:19]1[CH2:24][CH2:23][C:22](=O)[CH2:21][CH2:20]1)=[O:18])[CH3:15].C(O[BH-](OC(=O)C)OC(=O)C)(=O)C.[Na+].C(O)(=O)C.C([O-])(O)=O.[Na+]. The catalyst is ClCCCl.O.CCO. The product is [OH:13][C:10]1[CH:9]=[CH:8][C:7]([CH:3]2[CH2:4][CH2:5][CH2:6][N:1]([CH:22]3[CH2:23][CH2:24][CH:19]([C:17]([O:16][CH2:14][CH3:15])=[O:18])[CH2:20][CH2:21]3)[CH2:2]2)=[CH:12][CH:11]=1. The yield is 1.20. (3) The reactants are [NH2:1][C:2]1[CH:3]=[C:4]([CH:21]=[CH:22][C:23]=1[F:24])[O:5][C:6]1[CH:7]=[CH:8][C:9]2[N:10]([CH:12]=[C:13]([NH:15][C:16]([CH:18]3[CH2:20][CH2:19]3)=[O:17])[N:14]=2)[N:11]=1.[CH3:25][C:26]1[O:27][C:28]([CH3:34])=[C:29]([C:31](Cl)=[O:32])[N:30]=1.O. The catalyst is CN(C)C(=O)C. The product is [CH:18]1([C:16]([NH:15][C:13]2[N:14]=[C:9]3[CH:8]=[CH:7][C:6]([O:5][C:4]4[CH:21]=[CH:22][C:23]([F:24])=[C:2]([NH:1][C:31]([C:29]5[N:30]=[C:26]([CH3:25])[O:27][C:28]=5[CH3:34])=[O:32])[CH:3]=4)=[N:11][N:10]3[CH:12]=2)=[O:17])[CH2:20][CH2:19]1. The yield is 0.720. (4) The reactants are [Br:1][C:2]1[CH:7]=[C:6]([O:8][CH2:9][CH2:10][Cl:11])[C:5]([N+:12]([O-])=O)=[CH:4][C:3]=1[C:15]([F:18])([F:17])[F:16]. The catalyst is CC(O)=O.[Fe]. The product is [Br:1][C:2]1[C:3]([C:15]([F:18])([F:17])[F:16])=[CH:4][C:5]([NH2:12])=[C:6]([O:8][CH2:9][CH2:10][Cl:11])[CH:7]=1. The yield is 0.970. (5) The reactants are [Br:1][C:2]1[CH:3]=[C:4]([CH2:9][NH:10][CH3:11])[CH:5]=[CH:6][C:7]=1[F:8].[CH3:12][O:13][C:14]([C:16]1[CH:17]=[C:18]([CH:22]=[CH:23][CH:24]=1)[C:19]([OH:21])=O)=[O:15].CN(C(ON1N=NC2C=CC=CC1=2)=[N+](C)C)C.F[P-](F)(F)(F)(F)F.CCN(CC)CC. The catalyst is C1COCC1. The product is [Br:1][C:2]1[CH:3]=[C:4]([CH2:9][N:10]([CH3:11])[C:19]([C:18]2[CH:17]=[C:16]([CH:24]=[CH:23][CH:22]=2)[C:14]([O:13][CH3:12])=[O:15])=[O:21])[CH:5]=[CH:6][C:7]=1[F:8]. The yield is 0.680. (6) The reactants are [Cl-].[C:2]([C:4]1[C:16]([N+:17]([O-])=O)=[CH:15][CH:14]=[CH:13][C:5]=1[O:6][CH2:7][C@@H:8]1[CH2:12][CH2:11][CH2:10][NH2+:9]1)#[N:3].CCN(CC)CC.[C:27](Cl)(=[O:29])[CH3:28]. The catalyst is C1COCC1. The product is [NH2:17][C:16]1[CH:15]=[CH:14][CH:13]=[C:5]([O:6][CH2:7][C@@H:8]2[CH2:12][CH2:11][CH2:10][N:9]2[C:27](=[O:29])[CH3:28])[C:4]=1[C:2]#[N:3]. The yield is 0.510.